This data is from TCR-epitope binding with 47,182 pairs between 192 epitopes and 23,139 TCRs. The task is: Binary Classification. Given a T-cell receptor sequence (or CDR3 region) and an epitope sequence, predict whether binding occurs between them. The epitope is MPASWVMRI. The TCR CDR3 sequence is CSVAFGRRRPEAFF. Result: 0 (the TCR does not bind to the epitope).